From a dataset of Full USPTO retrosynthesis dataset with 1.9M reactions from patents (1976-2016). Predict the reactants needed to synthesize the given product. Given the product [CH3:10][C:3]1[CH:4]=[C:5]([OH:9])[CH:6]=[C:7]([CH3:8])[C:2]=1[C:14]1[C:15]2[O:16][C:17]3[C:22](=[CH:21][CH:20]=[CH:19][CH:18]=3)[S:23][C:24]=2[CH:11]=[CH:12][CH:13]=1, predict the reactants needed to synthesize it. The reactants are: Cl[C:2]1[C:7]([CH3:8])=[CH:6][C:5]([OH:9])=[CH:4][C:3]=1[CH3:10].[CH:11]1[C:24]2[S:23][C:22]3[C:17](=[CH:18][CH:19]=[CH:20][CH:21]=3)[O:16][C:15]=2[C:14](B(O)O)=[CH:13][CH:12]=1.C([O-])([O-])=O.[K+].[K+].